This data is from Catalyst prediction with 721,799 reactions and 888 catalyst types from USPTO. The task is: Predict which catalyst facilitates the given reaction. (1) Reactant: [OH:1][C:2]1[C:3]([C:23]([NH:25][CH2:26][C:27]([O:29]CC)=[O:28])=[O:24])=[C:4]2[C:9](=[CH:10][CH:11]=1)[N:8]=[C:7]([C:12]1[CH:17]=[CH:16][CH:15]=[CH:14][CH:13]=1)[C:6]([C:18]1[S:19][CH:20]=[CH:21][N:22]=1)=[N:5]2.[OH-].[Na+]. Product: [OH:1][C:2]1[C:3]([C:23]([NH:25][CH2:26][C:27]([OH:29])=[O:28])=[O:24])=[C:4]2[C:9](=[CH:10][CH:11]=1)[N:8]=[C:7]([C:12]1[CH:13]=[CH:14][CH:15]=[CH:16][CH:17]=1)[C:6]([C:18]1[S:19][CH:20]=[CH:21][N:22]=1)=[N:5]2. The catalyst class is: 8. (2) Reactant: C(OC([N:8]([C:13]1[CH:14]=[C:15]([CH:49]=[CH:50][C:51]=1[O:52][CH3:53])[C:16]([O:18][CH2:19][C:20]([O:22][C@H:23]([C:34]1[CH:39]=[CH:38][C:37]([O:40][CH:41]([F:43])[F:42])=[C:36]([O:44][CH2:45][CH:46]2[CH2:48][CH2:47]2)[CH:35]=1)[CH2:24][C:25]1[C:30]([Cl:31])=[CH:29][N+:28]([O-:32])=[CH:27][C:26]=1[Cl:33])=[O:21])=[O:17])[S:9]([CH3:12])(=[O:11])=[O:10])=O)(C)(C)C.O1CCOCC1. Product: [Cl:33][C:26]1[CH:27]=[N+:28]([O-:32])[CH:29]=[C:30]([Cl:31])[C:25]=1[CH2:24][C@@H:23]([C:34]1[CH:39]=[CH:38][C:37]([O:40][CH:41]([F:42])[F:43])=[C:36]([O:44][CH2:45][CH:46]2[CH2:47][CH2:48]2)[CH:35]=1)[O:22][C:20](=[O:21])[CH2:19][O:18][C:16](=[O:17])[C:15]1[CH:49]=[CH:50][C:51]([O:52][CH3:53])=[C:13]([NH:8][S:9]([CH3:12])(=[O:11])=[O:10])[CH:14]=1. The catalyst class is: 473. (3) Reactant: C(CNC(C1NC2[C:18](Cl)=[C:19]([Cl:21])[S:20]C=2C=1)=O)(=O)C1C=CC=CC=1.[NH2:23][CH:24]1[CH2:32][C:31]2[C:26](=[CH:27][CH:28]=[CH:29][CH:30]=2)[CH2:25]1.C1C=CC2N([OH:42])N=NC=2C=1.CC[N:45]([CH:49]([CH3:51])C)[CH:46]([CH3:48])[CH3:47].CCN=C=NCCCN(C)C. Product: [Cl:21][C:19]1[S:20][C:49]2[NH:45][C:46]([C:47](=[O:42])[NH:23][CH:24]3[CH2:32][C:31]4[C:26](=[CH:27][CH:28]=[CH:29][CH:30]=4)[CH2:25]3)=[CH:48][C:51]=2[CH:18]=1. The catalyst class is: 4.